From a dataset of Catalyst prediction with 721,799 reactions and 888 catalyst types from USPTO. Predict which catalyst facilitates the given reaction. (1) Reactant: [CH3:1][O:2][CH2:3][CH2:4][NH2:5].[CH2:6]([O:8][C:9](=[O:20])[C:10]1[CH:15]=[CH:14][C:13](F)=[C:12]([N+:17]([O-:19])=[O:18])[CH:11]=1)[CH3:7].C([O-])([O-])=O.[K+].[K+]. Product: [CH2:6]([O:8][C:9](=[O:20])[C:10]1[CH:15]=[CH:14][C:13]([NH:5][CH2:4][CH2:3][O:2][CH3:1])=[C:12]([N+:17]([O-:19])=[O:18])[CH:11]=1)[CH3:7]. The catalyst class is: 3. (2) Reactant: Cl[C:2]1[C:3]2[S:18][CH:17]=[CH:16][C:4]=2[N:5]=[C:6]([C:8]2[CH:13]=[CH:12][CH:11]=[CH:10][C:9]=2[O:14][CH3:15])[N:7]=1.[N:19]1([C:25]([O:27][CH2:28][CH:29]([CH3:31])[CH3:30])=[O:26])[CH2:24][CH2:23][NH:22][CH2:21][CH2:20]1.CCN(CC)CC. Product: [CH3:15][O:14][C:9]1[CH:10]=[CH:11][CH:12]=[CH:13][C:8]=1[C:6]1[N:7]=[C:2]([N:22]2[CH2:21][CH2:20][N:19]([C:25]([O:27][CH2:28][CH:29]([CH3:31])[CH3:30])=[O:26])[CH2:24][CH2:23]2)[C:3]2[S:18][CH:17]=[CH:16][C:4]=2[N:5]=1. The catalyst class is: 85. (3) Reactant: [F:1][C:2]1[CH:7]=[CH:6][CH:5]=[CH:4][C:3]=1[NH:8][C:9](=[O:25])[NH:10][C:11]1[CH:16]=[CH:15][C:14]([C:17]2[CH:21]=[C:20]([C:22](O)=[O:23])[O:19][N:18]=2)=[CH:13][CH:12]=1.C1(N=C=NC2CCCCC2)CCCCC1.ON1C2C=CC=CC=2N=N1.Cl.[CH3:52][O:53][C:54](=[O:59])[C@H:55]([CH2:57][OH:58])[NH2:56].C(N(CC)CC)C. Product: [F:1][C:2]1[CH:7]=[CH:6][CH:5]=[CH:4][C:3]=1[NH:8][C:9](=[O:25])[NH:10][C:11]1[CH:12]=[CH:13][C:14]([C:17]2[CH:21]=[C:20]([C:22]([NH:56][C@@H:55]([CH2:57][OH:58])[C:54]([O:53][CH3:52])=[O:59])=[O:23])[O:19][N:18]=2)=[CH:15][CH:16]=1. The catalyst class is: 198. (4) Reactant: C(P1(=O)OP(CCC)(=O)OP(CCC)(=O)O1)CC.CCOC(C)=O.[CH3:25][C:26]([O:29][C:30]([NH:32][C@@H:33]([CH2:39][CH3:40])/[CH:34]=[CH:35]/[C:36]([OH:38])=O)=[O:31])([CH3:28])[CH3:27].[NH:41]1[C:49]2[C:44](=[CH:45][CH:46]=[CH:47][CH:48]=2)[CH2:43][CH2:42]1.CCN(CC)CC. Product: [N:41]1([C:36](=[O:38])/[CH:35]=[CH:34]/[C@@H:33]([NH:32][C:30](=[O:31])[O:29][C:26]([CH3:25])([CH3:27])[CH3:28])[CH2:39][CH3:40])[C:49]2[C:44](=[CH:45][CH:46]=[CH:47][CH:48]=2)[CH2:43][CH2:42]1. The catalyst class is: 2. (5) The catalyst class is: 3. Reactant: [C:1]([C:5]1[CH:44]=[CH:43][C:8]([C:9]([NH:11][C:12]2[C:13]([CH3:42])=[C:14]([C:18]3[N:23]=[C:22]([NH:24][C:25]4[CH:30]=[CH:29][C:28]([CH:31]([N:35]([CH:37]([CH3:39])[CH3:38])[CH3:36])[C:32](O)=[O:33])=[CH:27][CH:26]=4)[C:21](=[O:40])[N:20]([CH3:41])[CH:19]=3)[CH:15]=[CH:16][CH:17]=2)=[O:10])=[CH:7][CH:6]=1)([CH3:4])([CH3:3])[CH3:2].[CH3:45][N:46]1[CH2:51][CH2:50][NH:49][CH2:48][CH2:47]1.CCN(C(C)C)C(C)C.F[P-](F)(F)(F)(F)F.N1(O[P+](N(C)C)(N(C)C)N(C)C)C2C=CC=CC=2N=N1. Product: [C:1]([C:5]1[CH:44]=[CH:43][C:8]([C:9]([NH:11][C:12]2[CH:17]=[CH:16][CH:15]=[C:14]([C:18]3[N:23]=[C:22]([NH:24][C:25]4[CH:26]=[CH:27][C:28]([CH:31]([N:35]([CH:37]([CH3:38])[CH3:39])[CH3:36])[C:32]([N:49]5[CH2:50][CH2:51][N:46]([CH3:45])[CH2:47][CH2:48]5)=[O:33])=[CH:29][CH:30]=4)[C:21](=[O:40])[N:20]([CH3:41])[CH:19]=3)[C:13]=2[CH3:42])=[O:10])=[CH:7][CH:6]=1)([CH3:4])([CH3:2])[CH3:3]. (6) Reactant: [Cl:1][C:2]1[CH:3]=[C:4]([CH:21]([O:23][CH2:24][C:25]2([C:38]3[CH:43]=[CH:42][C:41]([F:44])=[CH:40][CH:39]=3)[CH2:30][CH2:29][N:28]([C:31]([O:33][C:34]([CH3:37])([CH3:36])[CH3:35])=[O:32])[CH2:27][CH2:26]2)[CH3:22])[C:5]2[N:9](COCC[Si](C)(C)C)[C:8](=[O:18])[N:7]([CH3:19])[C:6]=2[CH:20]=1.[F-].C([N+](CCCC)(CCCC)CCCC)CCC.O. Product: [Cl:1][C:2]1[CH:3]=[C:4]([CH:21]([O:23][CH2:24][C:25]2([C:38]3[CH:43]=[CH:42][C:41]([F:44])=[CH:40][CH:39]=3)[CH2:26][CH2:27][N:28]([C:31]([O:33][C:34]([CH3:35])([CH3:36])[CH3:37])=[O:32])[CH2:29][CH2:30]2)[CH3:22])[C:5]2[NH:9][C:8](=[O:18])[N:7]([CH3:19])[C:6]=2[CH:20]=1. The catalyst class is: 27. (7) Reactant: Br[C:2]1[CH:3]=[C:4]([C:14]([NH:16][CH2:17][C:18]2[C:19](=[O:26])[NH:20][C:21]([CH3:25])=[CH:22][C:23]=2[CH3:24])=[O:15])[C:5]2[CH:10]=[N:9][N:8]([CH:11]([CH3:13])[CH3:12])[C:6]=2[N:7]=1.[O:27]1[CH2:32][CH2:31][N:30]([CH2:33][CH2:34][N:35]2[CH:39]=[C:38](B(O)O)[CH:37]=[N:36]2)[CH2:29][CH2:28]1.C([O-])([O-])=O.[Na+].[Na+].CCOC(C)=O. Product: [CH3:24][C:23]1[CH:22]=[C:21]([CH3:25])[NH:20][C:19](=[O:26])[C:18]=1[CH2:17][NH:16][C:14]([C:4]1[C:5]2[CH:10]=[N:9][N:8]([CH:11]([CH3:13])[CH3:12])[C:6]=2[N:7]=[C:2]([C:38]2[CH:37]=[N:36][N:35]([CH2:34][CH2:33][N:30]3[CH2:31][CH2:32][O:27][CH2:28][CH2:29]3)[CH:39]=2)[CH:3]=1)=[O:15]. The catalyst class is: 70.